Regression. Given two drug SMILES strings and cell line genomic features, predict the synergy score measuring deviation from expected non-interaction effect. From a dataset of NCI-60 drug combinations with 297,098 pairs across 59 cell lines. (1) Drug 1: CC1OCC2C(O1)C(C(C(O2)OC3C4COC(=O)C4C(C5=CC6=C(C=C35)OCO6)C7=CC(=C(C(=C7)OC)O)OC)O)O. Drug 2: C1=CC(=CC=C1CCCC(=O)O)N(CCCl)CCCl. Cell line: NCI-H322M. Synergy scores: CSS=6.49, Synergy_ZIP=-0.716, Synergy_Bliss=-4.22, Synergy_Loewe=-11.1, Synergy_HSA=-6.58. (2) Cell line: NCIH23. Drug 1: C1=CC(=CC=C1C#N)C(C2=CC=C(C=C2)C#N)N3C=NC=N3. Drug 2: CC1CCC2CC(C(=CC=CC=CC(CC(C(=O)C(C(C(=CC(C(=O)CC(OC(=O)C3CCCCN3C(=O)C(=O)C1(O2)O)C(C)CC4CCC(C(C4)OC)OCCO)C)C)O)OC)C)C)C)OC. Synergy scores: CSS=4.94, Synergy_ZIP=3.37, Synergy_Bliss=-3.73, Synergy_Loewe=-0.991, Synergy_HSA=-4.29. (3) Drug 1: CC=C1C(=O)NC(C(=O)OC2CC(=O)NC(C(=O)NC(CSSCCC=C2)C(=O)N1)C(C)C)C(C)C. Drug 2: CCC1=C2CN3C(=CC4=C(C3=O)COC(=O)C4(CC)O)C2=NC5=C1C=C(C=C5)O. Cell line: SK-MEL-5. Synergy scores: CSS=49.5, Synergy_ZIP=-1.77, Synergy_Bliss=-1.15, Synergy_Loewe=-9.69, Synergy_HSA=0.765.